Dataset: Reaction yield outcomes from USPTO patents with 853,638 reactions. Task: Predict the reaction yield, written as a fraction of the theoretical maximum amount of product (1.0 means a 100% yield; for example, 0.34 means a 34% yield). (1) The reactants are O1CCCCC1[O:7][CH2:8][CH2:9][CH2:10][C:11]1[N:16]=[CH:15][C:14]([C:17]2[CH:22]=[CH:21][C:20]([NH:23][C:24](=[O:30])[O:25][C:26]([CH3:29])([CH3:28])[CH3:27])=[CH:19][CH:18]=2)=[CH:13][N:12]=1.C1(C)C=CC(S([O-])(=O)=O)=CC=1.[NH+]1C=CC=CC=1. The catalyst is CO. The product is [OH:7][CH2:8][CH2:9][CH2:10][C:11]1[N:16]=[CH:15][C:14]([C:17]2[CH:22]=[CH:21][C:20]([NH:23][C:24](=[O:30])[O:25][C:26]([CH3:28])([CH3:27])[CH3:29])=[CH:19][CH:18]=2)=[CH:13][N:12]=1. The yield is 0.430. (2) The reactants are [NH2:1][CH:2]([C:6]1[CH:11]=[CH:10][C:9]([O:12][CH3:13])=[CH:8][CH:7]=1)[C:3]([NH2:5])=[O:4]. The catalyst is CO. The product is [CH3:13][O:12][C:9]1[CH:10]=[CH:11][C:6]([CH:2]2[NH:1][C:6]3([CH2:11][CH2:10][CH2:9][CH2:8][CH2:7]3)[NH:5][C:3]2=[O:4])=[CH:7][CH:8]=1.[C:9]1(=[O:12])[CH2:10][CH2:11][CH2:6][CH2:7][CH2:8]1. The yield is 0.650. (3) The reactants are [C:1]([NH:4][C:5]1[CH:10]=[CH:9][C:8]([CH:11]=[CH:12][C:13]([O:15][CH2:16][CH3:17])=[O:14])=[CH:7][CH:6]=1)(=[O:3])[CH3:2]. The catalyst is C(O)C.[C].[Pd]. The product is [C:1]([NH:4][C:5]1[CH:10]=[CH:9][C:8]([CH2:11][CH2:12][C:13]([O:15][CH2:16][CH3:17])=[O:14])=[CH:7][CH:6]=1)(=[O:3])[CH3:2]. The yield is 1.00. (4) The reactants are [Si]([O:8][C@@H:9]1[C@@H:13]([C@@H:14]([O:18][C:19]([C:32]2[CH:37]=[CH:36][C:35]([O:38][CH3:39])=[CH:34][CH:33]=2)([C:26]2[CH:31]=[CH:30][CH:29]=[CH:28][CH:27]=2)[C:20]2[CH:25]=[CH:24][CH:23]=[CH:22][CH:21]=2)[CH2:15][CH:16]=[CH2:17])[O:12][C@@H:11]([N:40]2[CH:45]=[CH:44][C:43](=[O:46])[NH:42][C:41]2=[O:47])[C@@H:10]1[O:48][CH3:49])(C(C)(C)C)(C)C. The catalyst is C1COCC1. The yield is 0.750. The product is [OH:8][C@@H:9]1[C@@H:13]([C@@H:14]([O:18][C:19]([C:32]2[CH:33]=[CH:34][C:35]([O:38][CH3:39])=[CH:36][CH:37]=2)([C:20]2[CH:25]=[CH:24][CH:23]=[CH:22][CH:21]=2)[C:26]2[CH:31]=[CH:30][CH:29]=[CH:28][CH:27]=2)[CH2:15][CH:16]=[CH2:17])[O:12][C@@H:11]([N:40]2[CH:45]=[CH:44][C:43](=[O:46])[NH:42][C:41]2=[O:47])[C@@H:10]1[O:48][CH3:49]. (5) The reactants are [C:1]([O:13][C:14]([CH3:17])([CH3:16])[CH3:15])(=[O:12])[CH2:2][NH:3][CH2:4][C:5]([O:7][C:8]([CH3:11])([CH3:10])[CH3:9])=[O:6].[C:18]1(=[O:24])[O:23][C:21](=[O:22])[CH2:20][CH2:19]1.C(N(C(C)C)C(C)C)C. The catalyst is C(Cl)(Cl)Cl.ClCCl. The product is [C:14]([O:13][C:1]([CH2:2][N:3]([CH2:4][C:5]([O:7][C:8]([CH3:10])([CH3:9])[CH3:11])=[O:6])[C:18]([CH2:19][CH2:20][C:21]([OH:23])=[O:22])=[O:24])=[O:12])([CH3:17])([CH3:16])[CH3:15]. The yield is 0.726. (6) The reactants are C([O-])(=O)C.[K+].Br[C:7]1[CH:12]=[CH:11][C:10]([S:13]([CH:16]2[CH2:19][N:18]([C:20]([O:22][C:23]([CH3:26])([CH3:25])[CH3:24])=[O:21])[CH2:17]2)(=[O:15])=[O:14])=[CH:9][CH:8]=1.[B:27]1([B:27]2[O:31][C:30]([CH3:33])([CH3:32])[C:29]([CH3:35])([CH3:34])[O:28]2)[O:31][C:30]([CH3:33])([CH3:32])[C:29]([CH3:35])([CH3:34])[O:28]1. The catalyst is C1C=CC(P([C]2[CH][CH][CH][CH]2)C2C=CC=CC=2)=CC=1.C1C=CC(P([C]2[CH][CH][CH][CH]2)C2C=CC=CC=2)=CC=1.Cl[Pd]Cl.[Fe].O1CCOCC1. The product is [C:23]([O:22][C:20]([N:18]1[CH2:19][CH:16]([S:13]([C:10]2[CH:11]=[CH:12][C:7]([B:27]3[O:31][C:30]([CH3:33])([CH3:32])[C:29]([CH3:35])([CH3:34])[O:28]3)=[CH:8][CH:9]=2)(=[O:15])=[O:14])[CH2:17]1)=[O:21])([CH3:26])([CH3:25])[CH3:24]. The yield is 0.940. (7) The reactants are [CH3:1][N:2]([C:4]([NH:6][C:7]([NH2:9])=[NH:8])=[NH:5])[CH3:3].CC(C)=O.O.[C:15]([OH:23])(=[O:22])[CH2:16][CH2:17][CH2:18][C:19]([OH:21])=[O:20]. The catalyst is CC(C)=O.O. The product is [CH3:1][N:2]([C:4]([NH:6][C:7]([NH2:9])=[NH:8])=[NH:5])[CH3:3].[C:15]([O-:23])(=[O:22])[CH2:16][CH2:17][CH2:18][C:19]([O-:21])=[O:20]. The yield is 0.953.